This data is from Forward reaction prediction with 1.9M reactions from USPTO patents (1976-2016). The task is: Predict the product of the given reaction. (1) Given the reactants [H-].[Al+3].[Li+].[H-].[H-].[H-].[NH2:7][C:8]1[N:20]=[C:19]([C:21]2[CH:26]=[CH:25][CH:24]=[CH:23][C:22]=2[OH:27])[CH:18]=[C:17]([C:28]2[CH:33]=[CH:32][CH:31]=[C:30]([NH2:34])[CH:29]=2)[C:9]=1[C:10](OC(C)(C)C)=[O:11], predict the reaction product. The product is: [NH2:7][C:8]1[N:20]=[C:19]([C:21]2[CH:26]=[CH:25][CH:24]=[CH:23][C:22]=2[OH:27])[CH:18]=[C:17]([C:28]2[CH:33]=[CH:32][CH:31]=[C:30]([NH2:34])[CH:29]=2)[C:9]=1[CH2:10][OH:11]. (2) The product is: [CH3:18][O:17][C:11]1([C:9]2[S:10][C:5]3[C:4]([N:19]4[CH2:24][CH2:23][O:22][CH2:21][CH2:20]4)=[N:3][CH:2]=[N:7][C:6]=3[CH:8]=2)[CH2:16][CH2:15][N:14]([CH3:25])[CH2:13][CH2:12]1. Given the reactants Cl[C:2]1[N:3]=[C:4]([N:19]2[CH2:24][CH2:23][O:22][CH2:21][CH2:20]2)[C:5]2[S:10][C:9]([C:11]3([O:17][CH3:18])[CH2:16][CH2:15][NH:14][CH2:13][CH2:12]3)=[CH:8][C:6]=2[N:7]=1.[CH2:25]=O.[BH4-].[Na+], predict the reaction product. (3) The product is: [C:4]([C:3]1[C:22](=[O:21])[CH:23]=[C:24]([C@@H:26]2[CH2:31][CH2:30][CH2:29][N:28]([C:32]([O:34][CH2:35][C:36]3[CH:37]=[CH:38][CH:39]=[CH:40][CH:41]=3)=[O:33])[CH2:27]2)[NH:1][C:2]=1[C:6]1[CH:7]=[CH:8][CH:9]=[CH:10][CH:11]=1)#[N:5]. Given the reactants [NH2:1][C:2]([C:6]1[CH:11]=[CH:10][C:9](OC2C=CC=CC=2)=[CH:8][CH:7]=1)=[CH:3][C:4]#[N:5].C([O:21][C:22](=O)[CH2:23][C:24]([C@@H:26]1[CH2:31][CH2:30][CH2:29][N:28]([C:32]([O:34][CH2:35][C:36]2[CH:41]=[CH:40][CH:39]=[CH:38][CH:37]=2)=[O:33])[CH2:27]1)=O)C.CO.C(Cl)Cl, predict the reaction product. (4) Given the reactants [ClH:1].[NH2:2][C@@H:3]([C@H:7]1[CH2:12][CH2:11][C@H:10]([C:13]([CH3:16])([CH3:15])[CH3:14])[CH2:9][CH2:8]1)[C:4]([OH:6])=[O:5].Cl.[CH3:18]OC(OC)(C)C, predict the reaction product. The product is: [ClH:1].[NH2:2][C@@H:3]([C@H:7]1[CH2:12][CH2:11][C@H:10]([C:13]([CH3:16])([CH3:15])[CH3:14])[CH2:9][CH2:8]1)[C:4]([O:6][CH3:18])=[O:5].